Dataset: Catalyst prediction with 721,799 reactions and 888 catalyst types from USPTO. Task: Predict which catalyst facilitates the given reaction. (1) Reactant: [C:1]([OH:4])(=[O:3])C.[CH:5]([C:8]1[S:9][CH:10]=[C:11]([C:13]([N:15]2[CH2:20][C:19]3([CH2:25][CH2:24][N:23]([CH2:26][CH2:27][CH2:28][CH2:29][CH2:30][C:31]([CH3:35])([CH3:34])[CH:32]=O)[CH2:22][CH2:21]3)[O:18][CH2:17][CH2:16]2)=[O:14])[N:12]=1)([CH3:7])[CH3:6].C(O)(=O)C.[NH2:40][CH2:41][C@@H:42]([C:44]1[C:52]2[S:51][C:50](=[O:53])[NH:49][C:48]=2[C:47]([OH:54])=[CH:46][CH:45]=1)[OH:43].C(O[BH-](OC(=O)C)OC(=O)C)(=O)C.[Na+]. Product: [CH:1]([OH:4])=[O:3].[OH:54][C:47]1[C:48]2[NH:49][C:50](=[O:53])[S:51][C:52]=2[C:44]([C@@H:42]([OH:43])[CH2:41][NH:40][CH2:35][C:31]([CH3:32])([CH3:34])[CH2:30][CH2:29][CH2:28][CH2:27][CH2:26][N:23]2[CH2:22][CH2:21][C:19]3([O:18][CH2:17][CH2:16][N:15]([C:13]([C:11]4[N:12]=[C:8]([CH:5]([CH3:7])[CH3:6])[S:9][CH:10]=4)=[O:14])[CH2:20]3)[CH2:25][CH2:24]2)=[CH:45][CH:46]=1. The catalyst class is: 5. (2) Reactant: [CH:1](=[O:8])[C:2]1[CH:7]=[CH:6][CH:5]=[CH:4][CH:3]=1.[Li][CH2:10][CH2:11][CH2:12][CH3:13].[SiH:14](Cl)([CH:18]([CH3:20])[CH3:19])[CH:15]([CH3:17])[CH3:16]. Product: [CH2:10]([CH:1]1[O:8][Si:14]([CH:18]([CH3:20])[CH3:19])([CH:15]([CH3:17])[CH3:16])[C:3]2[CH:4]=[CH:5][CH:6]=[CH:7][C:2]1=2)[CH2:11][CH2:12][CH3:13]. The catalyst class is: 28. (3) Reactant: Br[CH2:2][CH2:3][CH2:4][CH2:5][CH2:6][CH2:7][CH2:8][C:9]([NH:11][C:12]1[CH:41]=[CH:40][CH:39]=[CH:38][C:13]=1[C:14]([NH:16][CH2:17][C:18]1[C:19]([NH:31][CH:32]2[CH2:37][CH2:36][O:35][CH2:34][CH2:33]2)=[C:20]2[CH:28]=[N:27][N:26]([CH2:29][CH3:30])[C:21]2=[N:22][C:23]=1[CH2:24][CH3:25])=[O:15])=[O:10].[CH3:42][NH:43][CH2:44][CH2:45][OH:46].C(N(CC)C(C)C)(C)C. Product: [CH2:29]([N:26]1[C:21]2=[N:22][C:23]([CH2:24][CH3:25])=[C:18]([CH2:17][NH:16][C:14](=[O:15])[C:13]3[CH:38]=[CH:39][CH:40]=[CH:41][C:12]=3[NH:11][C:9](=[O:10])[CH2:8][CH2:7][CH2:6][CH2:5][CH2:4][CH2:3][CH2:2][N:43]([CH2:44][CH2:45][OH:46])[CH3:42])[C:19]([NH:31][CH:32]3[CH2:33][CH2:34][O:35][CH2:36][CH2:37]3)=[C:20]2[CH:28]=[N:27]1)[CH3:30]. The catalyst class is: 9. (4) The catalyst class is: 3. Reactant: [CH:1]1([NH:4][C:5](=[O:14])[C:6]2[C:11]([OH:12])=[CH:10][CH:9]=[CH:8][C:7]=2[F:13])[CH2:3][CH2:2]1.S(C1C=CC([N+]([O-])=O)=CC=1)(O[CH2:19][C@H:20]1[O:22][CH2:21]1)(=O)=O. Product: [CH:1]1([NH:4][C:5](=[O:14])[C:6]2[C:11]([O:12][CH2:19][C@@H:20]3[CH2:21][O:22]3)=[CH:10][CH:9]=[CH:8][C:7]=2[F:13])[CH2:2][CH2:3]1. (5) Reactant: [NH2:1][C:2]1[C:3]2[N:10]=[C:9]([C:11]3[N:15]([CH3:16])[C:14]([C:17]([C:19]4[CH:23]=[C:22]([CH3:24])[O:21][N:20]=4)=[O:18])=[N:13][C:12]=3[C:25]3[CH:30]=[CH:29][CH:28]=[CH:27][CH:26]=3)[S:8][C:4]=2[N:5]=[CH:6][N:7]=1.[BH4-].[Na+].O. Product: [NH2:1][C:2]1[C:3]2[N:10]=[C:9]([C:11]3[N:15]([CH3:16])[C:14]([CH:17]([C:19]4[CH:23]=[C:22]([CH3:24])[O:21][N:20]=4)[OH:18])=[N:13][C:12]=3[C:25]3[CH:30]=[CH:29][CH:28]=[CH:27][CH:26]=3)[S:8][C:4]=2[N:5]=[CH:6][N:7]=1. The catalyst class is: 5. (6) The catalyst class is: 22. Reactant: [C:1]([O:5][C:6](=[O:18])[NH:7][C:8]1([C:14]([NH2:17])=[N:15][OH:16])[CH2:13][CH2:12][O:11][CH2:10][CH2:9]1)([CH3:4])([CH3:3])[CH3:2].[CH3:19][O:20][C:21]([C:23]#[C:24][C:25]([O:27][CH3:28])=[O:26])=[O:22]. Product: [CH3:19][O:20][C:21](=[O:22])[C:23]([O:16][N:15]=[C:14]([NH2:17])[C:8]1([NH:7][C:6]([O:5][C:1]([CH3:4])([CH3:2])[CH3:3])=[O:18])[CH2:9][CH2:10][O:11][CH2:12][CH2:13]1)=[CH:24][C:25]([O:27][CH3:28])=[O:26]. (7) Reactant: CS(O[CH2:6][CH2:7][CH2:8][S:9]([C:12]1[CH:17]=[CH:16][CH:15]=[C:14]([O:18][C:19]2[CH:24]=[CH:23][C:22]([Cl:25])=[C:21]([C:26]3[C:35]([CH3:36])=[N:34][C:33]4[C:28](=[CH:29][CH:30]=[CH:31][C:32]=4[C:37]([F:40])([F:39])[F:38])[N:27]=3)[CH:20]=2)[CH:13]=1)(=[O:11])=[O:10])(=O)=O.[F-:41].[K+]. Product: [Cl:25][C:22]1[CH:23]=[CH:24][C:19]([O:18][C:14]2[CH:15]=[CH:16][CH:17]=[C:12]([S:9]([CH2:8][CH2:7][CH2:6][F:41])(=[O:11])=[O:10])[CH:13]=2)=[CH:20][C:21]=1[C:26]1[C:35]([CH3:36])=[N:34][C:33]2[C:28](=[CH:29][CH:30]=[CH:31][C:32]=2[C:37]([F:38])([F:40])[F:39])[N:27]=1. The catalyst class is: 3.